From a dataset of Forward reaction prediction with 1.9M reactions from USPTO patents (1976-2016). Predict the product of the given reaction. (1) Given the reactants [C:1](Cl)(=[O:3])[CH3:2].[CH3:5][O:6][C:7]1[CH:8]=[C:9]2[C:17](=[CH:18][CH:19]=1)[NH:16][C:15]1[C:14]3[CH:20]=[CH:21][CH:22]=[CH:23][C:13]=3[O:12][CH2:11][C:10]2=1.CCN(CC)CC, predict the reaction product. The product is: [CH3:5][O:6][C:7]1[CH:8]=[C:9]2[C:17](=[CH:18][CH:19]=1)[N:16]([C:1](=[O:3])[CH3:2])[C:15]1[C:14]3[CH:20]=[CH:21][CH:22]=[CH:23][C:13]=3[O:12][CH2:11][C:10]2=1. (2) Given the reactants [CH2:1]([O:3][C:4](=[O:16])[CH2:5][O:6][C:7]1[CH:12]=[CH:11][C:10]([Cl:13])=[CH:9][C:8]=1[CH2:14]O)[CH3:2].P(Br)(Br)[Br:18], predict the reaction product. The product is: [CH2:1]([O:3][C:4](=[O:16])[CH2:5][O:6][C:7]1[CH:12]=[CH:11][C:10]([Cl:13])=[CH:9][C:8]=1[CH2:14][Br:18])[CH3:2]. (3) Given the reactants [OH:1][CH:2]1[CH2:7][CH2:6][N:5]([C:8]([O:10][C:11]([CH3:14])([CH3:13])[CH3:12])=[O:9])[CH2:4][CH2:3]1.[H-].[Na+].F[C:18]1[CH:25]=[CH:24][C:21]([C:22]#[N:23])=[CH:20][CH:19]=1, predict the reaction product. The product is: [C:11]([O:10][C:8]([N:5]1[CH2:4][CH2:3][CH:2]([O:1][C:18]2[CH:25]=[CH:24][C:21]([C:22]#[N:23])=[CH:20][CH:19]=2)[CH2:7][CH2:6]1)=[O:9])([CH3:14])([CH3:13])[CH3:12]. (4) The product is: [F:14][C:11]1[CH:12]=[CH:13][C:8]([C:3]2[N:4]=[C:5]([CH3:7])[NH:6][C:2]=2[C:37]2[CH:38]=[CH:39][C:34]3[N:35]([CH:43]=[C:32]([NH:31][C:23](=[O:30])[C:24]4[CH:29]=[CH:28][N:27]=[CH:26][CH:25]=4)[N:33]=3)[N:36]=2)=[CH:9][CH:10]=1. Given the reactants Br[C:2]1[NH:6][C:5]([CH3:7])=[N:4][C:3]=1[C:8]1[CH:13]=[CH:12][C:11]([F:14])=[CH:10][CH:9]=1.[O-]P([O-])([O-])=O.[K+].[K+].[K+].[C:23]([NH:31][C:32]1[N:33]=[C:34]2[CH:39]=[CH:38][C:37](B(O)O)=[N:36][N:35]2[CH:43]=1)(=[O:30])[C:24]1[CH:29]=[CH:28][N:27]=[CH:26][CH:25]=1, predict the reaction product. (5) Given the reactants CS[C:3]1[N:8]=[C:7]([C:9]2[CH:14]=[CH:13][C:12]([Cl:15])=[CH:11][C:10]=2[Cl:16])[C:6]([C:17]2[CH:22]=[CH:21][C:20]([Cl:23])=[CH:19][CH:18]=2)=[CH:5][N:4]=1.[F:24][C:25]1[CH:26]=[C:27]([CH:30]=[CH:31][CH:32]=1)[CH2:28][OH:29], predict the reaction product. The product is: [F:24][C:25]1[CH:26]=[C:27]([CH:30]=[CH:31][CH:32]=1)[CH2:28][O:29][C:3]1[N:8]=[C:7]([C:9]2[CH:14]=[CH:13][C:12]([Cl:15])=[CH:11][C:10]=2[Cl:16])[C:6]([C:17]2[CH:22]=[CH:21][C:20]([Cl:23])=[CH:19][CH:18]=2)=[CH:5][N:4]=1. (6) Given the reactants [ClH:1].[C:2]1([N:8]([CH2:32][C:33]([O:35]CC)=[O:34])[C:9]([C:11]2[CH:31]=[CH:30][C:14]3[N:15]([CH3:29])[C:16]([CH2:18][CH2:19][C:20]4[CH:25]=[CH:24][C:23]([C:26](=[NH:28])[NH2:27])=[CH:22][CH:21]=4)=[N:17][C:13]=3[CH:12]=2)=[O:10])[CH:7]=[CH:6][CH:5]=[CH:4][CH:3]=1.[OH-].[Na+], predict the reaction product. The product is: [ClH:1].[C:2]1([N:8]([CH2:32][C:33]([OH:35])=[O:34])[C:9]([C:11]2[CH:31]=[CH:30][C:14]3[N:15]([CH3:29])[C:16]([CH2:18][CH2:19][C:20]4[CH:25]=[CH:24][C:23]([C:26](=[NH:27])[NH2:28])=[CH:22][CH:21]=4)=[N:17][C:13]=3[CH:12]=2)=[O:10])[CH:3]=[CH:4][CH:5]=[CH:6][CH:7]=1. (7) The product is: [CH2:1]([C:8]1[CH:9]=[N:10][C:11]2[N:12]([N:15]=[CH:16][C:17]=2[C:18]([OH:20])=[O:19])[C:13]=1[CH3:14])[C:2]1[CH:7]=[CH:6][CH:5]=[CH:4][CH:3]=1. Given the reactants [CH2:1]([C:8]1[CH:9]=[N:10][C:11]2[N:12]([N:15]=[CH:16][C:17]=2[C:18]([O:20]CC)=[O:19])[C:13]=1[CH3:14])[C:2]1[CH:7]=[CH:6][CH:5]=[CH:4][CH:3]=1.[OH-].[K+].Cl, predict the reaction product. (8) Given the reactants [F:1][C:2]([F:23])([F:22])[C:3]1[CH:17]=[C:16]([C:18]([F:21])([F:20])[F:19])[CH:15]=[CH:14][C:4]=1[CH2:5][N:6]1[CH2:11][CH2:10][CH:9]([CH:12]=O)[CH2:8][CH2:7]1.[OH:24][C@H:25]1[CH2:30][CH2:29][CH2:28][CH2:27][C@H:26]1[NH:31][C:32]1[CH2:36][S:35][C:34](=[O:37])[N:33]=1.C([O-])(=O)C.[NH2+]1CCCCC1, predict the reaction product. The product is: [F:1][C:2]([F:22])([F:23])[C:3]1[CH:17]=[C:16]([C:18]([F:20])([F:21])[F:19])[CH:15]=[CH:14][C:4]=1[CH2:5][N:6]1[CH2:7][CH2:8][CH:9](/[CH:12]=[C:36]2/[C:32]([NH:31][C@@H:26]3[CH2:27][CH2:28][CH2:29][CH2:30][C@@H:25]3[OH:24])=[N:33][C:34](=[O:37])[S:35]/2)[CH2:10][CH2:11]1. (9) Given the reactants [F:1][C:2]1[CH:7]=[CH:6][C:5]([C:8]2[C:12]([CH:13]=O)=[CH:11][NH:10][N:9]=2)=[CH:4][CH:3]=1.[H-].[Na+].Cl[CH2:18][C:19]1[CH:38]=[CH:37][C:22]([CH2:23][O:24][C:25]2[CH:30]=[CH:29][C:28]([CH2:31][CH2:32][C:33]([O:35]C)=[O:34])=[CH:27][CH:26]=2)=[CH:21][CH:20]=1.Cl.[Br-].[CH2:41]([P+](C1C=CC=CC=1)(C1C=CC=CC=1)C1C=CC=CC=1)[C:42]1[CH:47]=[CH:46][CH:45]=[CH:44][CH:43]=1.C(=O)([O-])[O-].[K+].[K+], predict the reaction product. The product is: [F:1][C:2]1[CH:3]=[CH:4][C:5]([C:8]2[C:12]([CH2:13][CH2:41][C:42]3[CH:47]=[CH:46][CH:45]=[CH:44][CH:43]=3)=[CH:11][N:10]([CH2:18][C:19]3[CH:38]=[CH:37][C:22]([CH2:23][O:24][C:25]4[CH:30]=[CH:29][C:28]([CH2:31][CH2:32][C:33]([OH:35])=[O:34])=[CH:27][CH:26]=4)=[CH:21][CH:20]=3)[N:9]=2)=[CH:6][CH:7]=1.